The task is: Binary Classification. Given a drug SMILES string, predict its activity (active/inactive) in a high-throughput screening assay against a specified biological target.. This data is from KCNQ2 potassium channel screen with 302,405 compounds. (1) The compound is O=C(N\N=C\c1ccccc1)C(=O)N\N=C\c1ccccc1. The result is 0 (inactive). (2) The drug is O=C1C(=C/Nc2c3c(ccc2)cccc3)/C=C([N+]([O-])=O)C=C1. The result is 0 (inactive).